From a dataset of Forward reaction prediction with 1.9M reactions from USPTO patents (1976-2016). Predict the product of the given reaction. (1) Given the reactants Br[C:2]1C=CC(O)=[C:6]([C:8]2[CH:17]=[CH:16][C:15]3[C:10](=[CH:11][CH:12]=[C:13]([C:18]4[N:22]([CH:23]5[CH2:28][CH2:27][CH2:26][CH2:25][CH2:24]5)[C:21]5[CH:29]=[CH:30][C:31]([C:33]([OH:35])=[O:34])=[CH:32][C:20]=5[N:19]=4)[CH:14]=3)[N:9]=2)[CH:7]=1.[NH2:37][C:38]1[S:39]C(C(=O)C)=C(C)[N:42]=1.[OH-].[K+], predict the reaction product. The product is: [NH2:42][C:38]1[S:39][C:6]([C:8]2[CH:17]=[CH:16][C:15]3[C:10](=[CH:11][CH:12]=[C:13]([C:18]4[N:22]([CH:23]5[CH2:24][CH2:25][CH2:26][CH2:27][CH2:28]5)[C:21]5[CH:29]=[CH:30][C:31]([C:33]([OH:35])=[O:34])=[CH:32][C:20]=5[N:19]=4)[CH:14]=3)[N:9]=2)=[C:7]([CH3:2])[N:37]=1. (2) Given the reactants [C:1]([C:3]1[C:12]2[C:7](=[CH:8][CH:9]=[CH:10][CH:11]=2)[CH:6]=[CH:5][C:4]=1C)#[CH:2].BrC1C2C(=CC=CC=2)C=CC=1C.Br[C:27]1C2C(=CC=CC=2)C=C[C:28]=1[N:37](CC)[CH2:38][CH3:39], predict the reaction product. The product is: [C:1]([C:3]1[C:12]2[C:7](=[CH:8][CH:9]=[CH:10][CH:11]=2)[CH:6]=[CH:5][C:4]=1[N:37]([CH2:38][CH3:39])[CH2:28][CH3:27])#[CH:2]. (3) Given the reactants [OH:1][C:2]1[NH:3][C:4]2[C:9]([C:10]=1[C:11]1[CH:16]=[CH:15][C:14]([CH2:17][N:18]3[CH2:23][CH2:22][O:21][CH2:20][CH2:19]3)=[CH:13][N:12]=1)=[CH:8][C:7]([C:24]#[N:25])=[CH:6][CH:5]=2.[C:26]([OH:33])(=[O:32])/[CH:27]=[CH:28]/[C:29]([OH:31])=[O:30], predict the reaction product. The product is: [C:26]([OH:33])(=[O:32])/[CH:27]=[CH:28]/[C:29]([OH:31])=[O:30].[OH:1][C:2]1[NH:3][C:4]2[C:9]([C:10]=1[C:11]1[CH:16]=[CH:15][C:14]([CH2:17][N:18]3[CH2:19][CH2:20][O:21][CH2:22][CH2:23]3)=[CH:13][N:12]=1)=[CH:8][C:7]([C:24]#[N:25])=[CH:6][CH:5]=2. (4) Given the reactants [CH2:1]([C:9]1[CH:29]=[CH:28][C:12]([CH2:13][N:14]2[CH2:18][CH2:17][N:16]([CH2:19][C:20]([O:22]C(C)(C)C)=[O:21])[C:15]2=[O:27])=[CH:11][CH:10]=1)[CH2:2][CH2:3][CH2:4][CH2:5][CH2:6][CH2:7][CH3:8].C(C1C=CC(N2CCN(CC(OC(C)(C)C)=O)CC2)=CC=1)CCCCCCC, predict the reaction product. The product is: [CH2:1]([C:9]1[CH:29]=[CH:28][C:12]([CH2:13][N:14]2[CH2:18][CH2:17][N:16]([CH2:19][C:20]([OH:22])=[O:21])[C:15]2=[O:27])=[CH:11][CH:10]=1)[CH2:2][CH2:3][CH2:4][CH2:5][CH2:6][CH2:7][CH3:8]. (5) Given the reactants Br[C:2]1[C:10]2[C:5](=[N:6][C:7]([F:11])=[CH:8][CH:9]=2)[N:4]([CH2:12][CH3:13])[CH:3]=1.[O:14]=[C:15]1[NH:20][CH2:19][CH2:18][N:17]([C:21]([O:23][C:24]([CH3:27])([CH3:26])[CH3:25])=[O:22])[CH2:16]1.CNCCNC.P([O-])([O-])([O-])=O.[K+].[K+].[K+], predict the reaction product. The product is: [CH2:12]([N:4]1[C:5]2=[N:6][C:7]([F:11])=[CH:8][CH:9]=[C:10]2[C:2]([N:20]2[CH2:19][CH2:18][N:17]([C:21]([O:23][C:24]([CH3:26])([CH3:25])[CH3:27])=[O:22])[CH2:16][C:15]2=[O:14])=[CH:3]1)[CH3:13]. (6) Given the reactants [CH3:1][NH:2][OH:3].[CH3:4][N:5]([CH3:20])[C:6]([C:8]1[CH:9]=[CH:10][C:11]2[O:17][CH2:16]C(=O)[CH:14]=[CH:13][C:12]=2[CH:19]=1)=[O:7].[CH3:21]O, predict the reaction product. The product is: [CH3:21][O:3][N:2]=[C:1]1[CH:14]=[CH:13][C:12]2[CH:19]=[C:8]([C:6]([N:5]([CH3:20])[CH3:4])=[O:7])[CH:9]=[CH:10][C:11]=2[O:17][CH2:16]1. (7) Given the reactants [Cl:1][C:2]1[CH:3]=[CH:4][C:5]([C:20]([F:23])([F:22])[F:21])=[C:6]([CH:19]=1)[CH2:7][N:8]1[CH2:13][CH2:12][NH:11][C:10]2[N:14]=[CH:15][C:16](I)=[CH:17][C:9]1=2.[CH2:24]([O:26][C:27]([C:29]1[CH:34]=[CH:33][C:32](B(O)O)=[CH:31][CH:30]=1)=[O:28])[CH3:25], predict the reaction product. The product is: [CH2:24]([O:26][C:27](=[O:28])[C:29]1[CH:34]=[CH:33][C:32]([C:16]2[CH:15]=[N:14][C:10]3[NH:11][CH2:12][CH2:13][N:8]([CH2:7][C:6]4[CH:19]=[C:2]([Cl:1])[CH:3]=[CH:4][C:5]=4[C:20]([F:23])([F:22])[F:21])[C:9]=3[CH:17]=2)=[CH:31][CH:30]=1)[CH3:25]. (8) Given the reactants F[C:2]1[CH:7]=[C:6](I)[CH:5]=[CH:4][N:3]=1.[NH2:9][C:10]1[CH:11]=[C:12]([S:16]([NH:19][C:20]([CH3:23])([CH3:22])[CH3:21])(=[O:18])=[O:17])[CH:13]=[CH:14][CH:15]=1.C([O-])([O-])=O.[Cs+].[Cs+].[F:30][C:31]1[CH:36]=[CH:35][C:34](B(O)O)=[C:33]([O:40][CH3:41])[CH:32]=1, predict the reaction product. The product is: [C:20]([NH:19][S:16]([C:12]1[CH:13]=[CH:14][CH:15]=[C:10]([NH:9][C:2]2[CH:7]=[C:6]([C:34]3[CH:35]=[CH:36][C:31]([F:30])=[CH:32][C:33]=3[O:40][CH3:41])[CH:5]=[CH:4][N:3]=2)[CH:11]=1)(=[O:18])=[O:17])([CH3:23])([CH3:22])[CH3:21]. (9) Given the reactants [C:1]([O:5][C:6](=[O:30])[CH2:7][O:8][C:9]1[C:18]2[CH2:17][CH2:16][CH2:15][CH:14]([NH:19][S:20]([C:23]3[CH:28]=[CH:27][C:26](Br)=[CH:25][CH:24]=3)(=[O:22])=[O:21])[C:13]=2[CH:12]=[CH:11][CH:10]=1)([CH3:4])([CH3:3])[CH3:2].C(=O)([O-])[O-].[K+].[K+].[F:37][C:38]1[CH:43]=[CH:42][N:41]=[C:40](B(O)O)[CH:39]=1, predict the reaction product. The product is: [C:1]([O:5][C:6](=[O:30])[CH2:7][O:8][C:9]1[C:18]2[CH2:17][CH2:16][CH2:15][CH:14]([NH:19][S:20]([C:23]3[CH:28]=[CH:27][C:26]([C:40]4[CH:39]=[C:38]([F:37])[CH:43]=[CH:42][N:41]=4)=[CH:25][CH:24]=3)(=[O:22])=[O:21])[C:13]=2[CH:12]=[CH:11][CH:10]=1)([CH3:4])([CH3:3])[CH3:2].